From a dataset of Reaction yield outcomes from USPTO patents with 853,638 reactions. Predict the reaction yield, written as a fraction of the theoretical maximum amount of product (1.0 means a 100% yield; for example, 0.34 means a 34% yield). (1) The reactants are [NH2:1][C:2]1[C:3](I)=[CH:4][C:5]([F:18])=[C:6]([C@:8]2([CH3:17])[C:13]([F:15])([F:14])[CH2:12][O:11][C:10]([NH2:16])=[N:9]2)[CH:7]=1.[CH3:20][C:21]1[CH:26]=[CH:25][C:24]([CH2:27][C:28]#[CH:29])=[CH:23][CH:22]=1. No catalyst specified. The product is [F:14][C:13]1([F:15])[CH2:12][O:11][C:10]([NH2:16])=[N:9][C@@:8]1([C:6]1[CH:7]=[C:2]2[C:3]([CH2:29][C:28]([CH2:27][C:24]3[CH:25]=[CH:26][C:21]([CH3:20])=[CH:22][CH:23]=3)=[N:1]2)=[CH:4][C:5]=1[F:18])[CH3:17]. The yield is 0.730. (2) The reactants are C(N(CC)C(C)C)(C)C.[CH3:10][C:11]1[CH:20]=[CH:19][C:18]2[C:13](=[CH:14][CH:15]=[CH:16][C:17]=2[N:21]2[CH2:26][CH2:25][N:24]([CH2:27][CH2:28][C:29]3[CH:30]=[C:31]([CH:33]=[CH:34][CH:35]=3)[NH2:32])[CH2:23][CH2:22]2)[N:12]=1.CS([O:40][CH2:41][CH2:42][C:43]1C=CC=C(N2CCCC2=O)[CH:44]=1)(=O)=O. The catalyst is CN(C)C=O.C(OCC)(=O)C. The product is [CH3:10][C:11]1[CH:20]=[CH:19][C:18]2[C:13](=[CH:14][CH:15]=[CH:16][C:17]=2[N:21]2[CH2:22][CH2:23][N:24]([CH2:27][CH2:28][C:29]3[CH:30]=[C:31]([N:32]4[CH2:44][CH2:43][CH2:42][C:41]4=[O:40])[CH:33]=[CH:34][CH:35]=3)[CH2:25][CH2:26]2)[N:12]=1. The yield is 0.770. (3) The reactants are C1(C#CC2CC3(CCNCC3)ON=2)C=CC=CC=1.[F:19][C:20]1[CH:21]=[C:22]([C:26]#[C:27][C:28]2[CH2:32][C:31]3([CH2:36][CH2:35][N:34](C(OC(C)(C)C)=O)[CH2:33]3)[O:30][N:29]=2)[CH:23]=[CH:24][CH:25]=1. The catalyst is C(Cl)(Cl)Cl. The product is [F:19][C:20]1[CH:21]=[C:22]([C:26]#[C:27][C:28]2[CH2:32][C:31]3([CH2:36][CH2:35][NH:34][CH2:33]3)[O:30][N:29]=2)[CH:23]=[CH:24][CH:25]=1. The yield is 0.918. (4) The reactants are N(C(OCC)=O)=NC(OCC)=O.[CH2:13]([O:20][C:21]1[C:30]2[C:25](=[CH:26][CH:27]=[C:28]([O:31][CH3:32])[N:29]=2)[N:24]=[CH:23][C:22]=1[OH:33])[C:14]1[CH:19]=[CH:18][CH:17]=[CH:16][CH:15]=1.[C:34]([O:38][C:39](=[O:50])[NH:40][CH:41]1[CH2:46][CH2:45][N:44]([CH2:47][CH2:48]O)[CH2:43][CH2:42]1)([CH3:37])([CH3:36])[CH3:35].C1(P(C2C=CC=CC=2)C2C=CC=CC=2)C=CC=CC=1. The catalyst is O1CCCC1.CO.C(OCC)(=O)C. The product is [C:34]([O:38][C:39](=[O:50])[NH:40][CH:41]1[CH2:46][CH2:45][N:44]([CH2:47][CH2:48][O:33][C:22]2[CH:23]=[N:24][C:25]3[C:30]([C:21]=2[O:20][CH2:13][C:14]2[CH:19]=[CH:18][CH:17]=[CH:16][CH:15]=2)=[N:29][C:28]([O:31][CH3:32])=[CH:27][CH:26]=3)[CH2:43][CH2:42]1)([CH3:37])([CH3:36])[CH3:35]. The yield is 0.880. (5) The reactants are [N+:1]([C:4]1[CH:5]=[N:6][N:7]([CH2:9][CH2:10][C:11]([N:13]2[CH2:18][CH2:17][CH2:16][CH2:15][CH2:14]2)=[O:12])[CH:8]=1)([O-])=O. The catalyst is CO.[Pd]. The product is [NH2:1][C:4]1[CH:5]=[N:6][N:7]([CH2:9][CH2:10][C:11]([N:13]2[CH2:18][CH2:17][CH2:16][CH2:15][CH2:14]2)=[O:12])[CH:8]=1. The yield is 1.00. (6) The product is [NH:3]1[C:11]2[CH2:10][CH2:9][N:8]([C:24]([O:26][C:27]([CH3:30])([CH3:29])[CH3:28])=[O:25])[CH:7]([C:12]([O:14][CH2:15][CH3:16])=[O:13])[C:6]=2[N:5]=[CH:4]1. The reactants are Cl.Cl.[NH:3]1[C:11]2[CH2:10][CH2:9][NH:8][CH:7]([C:12]([O:14][CH2:15][CH3:16])=[O:13])[C:6]=2[N:5]=[CH:4]1.CCN(CC)CC.[C:24](O[C:24]([O:26][C:27]([CH3:30])([CH3:29])[CH3:28])=[O:25])([O:26][C:27]([CH3:30])([CH3:29])[CH3:28])=[O:25]. The catalyst is C(Cl)Cl. The yield is 0.720. (7) The reactants are [C:1](O)([C:3]([F:6])([F:5])[F:4])=O.[NH:8]([C:10]1[N:15]=[N:14][C:13]([C:16]2[CH2:21][CH2:20][N:19](C(OC(C)(C)C)=O)[CH2:18][CH:17]=2)=[CH:12][CH:11]=1)[NH2:9]. No catalyst specified. The product is [NH:19]1[CH2:18][CH:17]=[C:16]([C:13]2[CH:12]=[CH:11][C:10]3[N:15]([C:1]([C:3]([F:6])([F:5])[F:4])=[N:9][N:8]=3)[N:14]=2)[CH2:21][CH2:20]1. The yield is 0.203. (8) The reactants are C([NH:11][CH2:12][CH2:13][CH2:14][CH2:15][C:16]1[CH:21]=[CH:20][CH:19]=[CH:18][C:17]=1[O:22][CH2:23][CH:24]([O:30][C:31](=[O:33])[CH3:32])[CH2:25][O:26][C:27](=[O:29])[CH3:28])(OCC1C=CC=CC=1)=O.C(O)(=O)C. The catalyst is CO.[Pd]. The product is [C:31]([O:30][CH:24]([CH2:25][O:26][C:27](=[O:29])[CH3:28])[CH2:23][O:22][C:17]1[CH:18]=[CH:19][CH:20]=[CH:21][C:16]=1[CH2:15][CH2:14][CH2:13][CH2:12][NH2:11])(=[O:33])[CH3:32]. The yield is 0.860. (9) The reactants are [O:1]=[C:2]1[C:10](=[C:11]2[C:19]3[C:14](=[CH:15][CH:16]=[CH:17][CH:18]=3)[CH:13]([CH2:20][C:21]([OH:23])=[O:22])[O:12]2)[C:9]2[C:4](=[CH:5][CH:6]=[CH:7][CH:8]=2)[NH:3]1.[Li]CCCC.C(Cl)(=O)C(Cl)=O.O[CH2:36][CH2:37][N:38]1[CH2:43][CH2:42][O:41][CH2:40][CH2:39]1. The catalyst is C1COCC1.CCCCCC. The product is [N:38]1([CH2:37][CH2:36][O:22][C:21](=[O:23])[CH2:20][CH:13]2[C:14]3[C:19](=[CH:18][CH:17]=[CH:16][CH:15]=3)[C:11](=[C:10]3[C:9]4[C:4](=[CH:5][CH:6]=[CH:7][CH:8]=4)[NH:3][C:2]3=[O:1])[O:12]2)[CH2:43][CH2:42][O:41][CH2:40][CH2:39]1. The yield is 0.320.